Task: Regression. Given a peptide amino acid sequence and an MHC pseudo amino acid sequence, predict their binding affinity value. This is MHC class II binding data.. Dataset: Peptide-MHC class II binding affinity with 134,281 pairs from IEDB (1) The peptide sequence is PDLPYDYGALEPAIS. The MHC is DRB1_1501 with pseudo-sequence DRB1_1501. The binding affinity (normalized) is 0.269. (2) The peptide sequence is ASIAARGWAAHRARA. The MHC is HLA-DQA10201-DQB10303 with pseudo-sequence HLA-DQA10201-DQB10303. The binding affinity (normalized) is 0.541. (3) The peptide sequence is GSMAKKGDEQKLRSA. The MHC is HLA-DQA10501-DQB10301 with pseudo-sequence HLA-DQA10501-DQB10301. The binding affinity (normalized) is 0.184.